From a dataset of Reaction yield outcomes from USPTO patents with 853,638 reactions. Predict the reaction yield, written as a fraction of the theoretical maximum amount of product (1.0 means a 100% yield; for example, 0.34 means a 34% yield). (1) The catalyst is O1CCOCC1.C(OCC)C. The product is [ClH:27].[CH2:1]([NH:3][C:4](=[O:5])[C:6]1[CH:7]=[C:8]([F:26])[C:9]([N:13]2[CH2:18][CH2:17][NH:16][CH2:15][CH2:14]2)=[CH:10][C:11]=1[F:12])[CH3:2]. The reactants are [CH2:1]([NH:3][C:4]([C:6]1[C:11]([F:12])=[CH:10][C:9]([N:13]2[CH2:18][CH2:17][N:16](C(OC(C)(C)C)=O)[CH2:15][CH2:14]2)=[C:8]([F:26])[CH:7]=1)=[O:5])[CH3:2].[ClH:27]. The yield is 0.980. (2) The reactants are [CH3:1][C:2]1[CH:11]=[CH:10][C:9]2[C:4](=[C:5]([N:13]3[C:17]([CH3:18])=[N:16][N:15]=[C:14]3[SH:19])[CH:6]=[CH:7][C:8]=2[CH3:12])[N:3]=1.[Cl:20][C:21]1[C:26]([NH:27][C:28](=[O:31])[CH2:29]Cl)=[CH:25][CH:24]=[CH:23][N:22]=1.C(=O)([O-])[O-].[K+].[K+].O. The catalyst is CN(C)C=O. The product is [Cl:20][C:21]1[C:26]([NH:27][C:28](=[O:31])[CH2:29][S:19][C:14]2[N:13]([C:5]3[CH:6]=[CH:7][C:8]([CH3:12])=[C:9]4[C:4]=3[N:3]=[C:2]([CH3:1])[CH:11]=[CH:10]4)[C:17]([CH3:18])=[N:16][N:15]=2)=[CH:25][CH:24]=[CH:23][N:22]=1. The yield is 0.520. (3) The catalyst is C(Cl)Cl. The yield is 1.00. The reactants are [C:1]([O:5][C:6]([N:8]1[CH2:13][CH2:12][C:11]2([CH2:18][CH2:17][NH:16][CH2:15][CH2:14]2)[CH2:10][CH2:9]1)=[O:7])([CH3:4])([CH3:3])[CH3:2].[C:19](OC(=O)C)(=[O:21])[CH3:20].C(N(CC)CC)C. The product is [C:1]([O:5][C:6]([N:8]1[CH2:13][CH2:12][C:11]2([CH2:18][CH2:17][N:16]([C:19](=[O:21])[CH3:20])[CH2:15][CH2:14]2)[CH2:10][CH2:9]1)=[O:7])([CH3:4])([CH3:2])[CH3:3]. (4) The reactants are C1([O:7][C:8](=O)[NH:9][C:10]2[CH:15]=[CH:14][C:13]([S:16]([CH:19]([CH3:21])[CH3:20])(=[O:18])=[O:17])=[C:12]([CH2:22][N:23]([C:25]([O:27][C:28]([CH3:31])([CH3:30])[CH3:29])=[O:26])[CH3:24])[CH:11]=2)C=CC=CC=1.[Br:33][C:34]1[CH:39]=[CH:38][C:37]([CH2:40][CH2:41][CH2:42]C(NC2C=CC(SC(C)C)=C(C=2)CN(C)C(=O)OC(C)(C)C)=O)=[C:36]([CH2:66][CH3:67])[CH:35]=1.C1C=C(Cl)C=C(C(OO)=O)C=1. No catalyst specified. The product is [Br:33][C:34]1[CH:39]=[CH:38][C:37]([CH2:40][CH2:41][CH2:42][C:8]([NH:9][C:10]2[CH:15]=[CH:14][C:13]([S:16]([CH:19]([CH3:21])[CH3:20])(=[O:17])=[O:18])=[C:12]([CH:11]=2)[CH2:22][N:23]([CH3:24])[C:25](=[O:26])[O:27][C:28]([CH3:31])([CH3:30])[CH3:29])=[O:7])=[C:36]([CH2:66][CH3:67])[CH:35]=1. The yield is 0.690. (5) The reactants are [Cl:1][C:2]1[CH:7]=[CH:6][C:5]([C:8]2[S:9][C:10]([CH2:14][NH:15][C:16]([CH:18]3[CH2:23][CH2:22][CH2:21][N:20]([C:24]4[CH:31]=[CH:30][CH:29]=[CH:28][C:25]=4[CH:26]=O)[CH2:19]3)=[O:17])=[C:11]([CH3:13])[N:12]=2)=[CH:4][CH:3]=1.C[CH:33]([S:37][CH:38](S(C)=O)C)[S:34]([CH3:36])=[O:35]. No catalyst specified. The product is [Cl:1][C:2]1[CH:7]=[CH:6][C:5]([C:8]2[S:9][C:10]([CH2:14][NH:15][C:16]([CH:18]3[CH2:23][CH2:22][CH2:21][N:20]([C:24]4[CH:31]=[CH:30][CH:29]=[CH:28][C:25]=4[CH:26]=[C:33]([S:37][CH3:38])[S:34]([CH3:36])=[O:35])[CH2:19]3)=[O:17])=[C:11]([CH3:13])[N:12]=2)=[CH:4][CH:3]=1. The yield is 0.190. (6) The catalyst is C1COCC1.[Fe]. The product is [Br:1][C:2]1[C:3]([F:12])=[C:4]([NH2:9])[C:5]([NH2:6])=[CH:7][CH:8]=1. The reactants are [Br:1][C:2]1[CH:8]=[CH:7][C:5]([NH2:6])=[C:4]([N+:9]([O-])=O)[C:3]=1[F:12].CCO.O.[Cl-].[NH4+]. The yield is 0.840. (7) The reactants are [CH2:1]([O:8][C:9]1[CH:14]=[C:13]([O:15][CH2:16][C:17]2[CH:22]=[CH:21][CH:20]=[CH:19][CH:18]=2)[C:12](Br)=[CH:11][C:10]=1[C:24]([N:26]1[CH2:34][C:33]2[C:28](=[CH:29][CH:30]=[CH:31][CH:32]=2)[CH2:27]1)=[O:25])[C:2]1[CH:7]=[CH:6][CH:5]=[CH:4][CH:3]=1.[F:35][C:36]([F:41])([F:40])C([O-])=O.[Na+]. The catalyst is [Cu]I. The product is [CH2:1]([O:8][C:9]1[CH:14]=[C:13]([O:15][CH2:16][C:17]2[CH:22]=[CH:21][CH:20]=[CH:19][CH:18]=2)[C:12]([C:36]([F:41])([F:40])[F:35])=[CH:11][C:10]=1[C:24]([N:26]1[CH2:34][C:33]2[C:28](=[CH:29][CH:30]=[CH:31][CH:32]=2)[CH2:27]1)=[O:25])[C:2]1[CH:7]=[CH:6][CH:5]=[CH:4][CH:3]=1. The yield is 0.290.